Dataset: NCI-60 drug combinations with 297,098 pairs across 59 cell lines. Task: Regression. Given two drug SMILES strings and cell line genomic features, predict the synergy score measuring deviation from expected non-interaction effect. (1) Cell line: UO-31. Drug 2: B(C(CC(C)C)NC(=O)C(CC1=CC=CC=C1)NC(=O)C2=NC=CN=C2)(O)O. Synergy scores: CSS=26.1, Synergy_ZIP=-0.278, Synergy_Bliss=-3.53, Synergy_Loewe=-69.0, Synergy_HSA=-10.2. Drug 1: C(CCl)NC(=O)N(CCCl)N=O. (2) Drug 1: C1C(C(OC1N2C=NC3=C(N=C(N=C32)Cl)N)CO)O. Drug 2: CS(=O)(=O)OCCCCOS(=O)(=O)C. Cell line: A498. Synergy scores: CSS=15.2, Synergy_ZIP=-4.66, Synergy_Bliss=1.88, Synergy_Loewe=-10.8, Synergy_HSA=3.03. (3) Drug 1: C1CCC(C1)C(CC#N)N2C=C(C=N2)C3=C4C=CNC4=NC=N3. Drug 2: CC1CCC2CC(C(=CC=CC=CC(CC(C(=O)C(C(C(=CC(C(=O)CC(OC(=O)C3CCCCN3C(=O)C(=O)C1(O2)O)C(C)CC4CCC(C(C4)OC)OCCO)C)C)O)OC)C)C)C)OC. Cell line: K-562. Synergy scores: CSS=31.6, Synergy_ZIP=0.765, Synergy_Bliss=0.890, Synergy_Loewe=-4.71, Synergy_HSA=1.31. (4) Drug 1: C1=CC(=CC=C1CCCC(=O)O)N(CCCl)CCCl. Drug 2: C1=CN(C=N1)CC(O)(P(=O)(O)O)P(=O)(O)O. Cell line: HT29. Synergy scores: CSS=-8.08, Synergy_ZIP=-5.21, Synergy_Bliss=-7.64, Synergy_Loewe=-11.9, Synergy_HSA=-9.14. (5) Drug 1: CNC(=O)C1=CC=CC=C1SC2=CC3=C(C=C2)C(=NN3)C=CC4=CC=CC=N4. Drug 2: C1C(C(OC1N2C=NC3=C2NC=NCC3O)CO)O. Cell line: NCI-H226. Synergy scores: CSS=7.02, Synergy_ZIP=-1.44, Synergy_Bliss=0.126, Synergy_Loewe=-2.99, Synergy_HSA=-0.767. (6) Drug 1: COC1=C2C(=CC3=C1OC=C3)C=CC(=O)O2. Drug 2: CC1C(C(CC(O1)OC2CC(CC3=C2C(=C4C(=C3O)C(=O)C5=CC=CC=C5C4=O)O)(C(=O)C)O)N)O. Cell line: U251. Synergy scores: CSS=38.5, Synergy_ZIP=-1.03, Synergy_Bliss=-1.33, Synergy_Loewe=-7.25, Synergy_HSA=1.74. (7) Drug 1: C1C(C(OC1N2C=NC3=C(N=C(N=C32)Cl)N)CO)O. Drug 2: CCCCCOC(=O)NC1=NC(=O)N(C=C1F)C2C(C(C(O2)C)O)O. Cell line: OVCAR-4. Synergy scores: CSS=8.74, Synergy_ZIP=-4.13, Synergy_Bliss=-2.25, Synergy_Loewe=-10.00, Synergy_HSA=-0.795. (8) Drug 1: CC(C1=C(C=CC(=C1Cl)F)Cl)OC2=C(N=CC(=C2)C3=CN(N=C3)C4CCNCC4)N. Drug 2: C1CCC(CC1)NC(=O)N(CCCl)N=O. Cell line: SK-MEL-5. Synergy scores: CSS=-3.53, Synergy_ZIP=0.500, Synergy_Bliss=7.38, Synergy_Loewe=0.706, Synergy_HSA=1.31. (9) Drug 1: C1=CC(=CC=C1C#N)C(C2=CC=C(C=C2)C#N)N3C=NC=N3. Synergy scores: CSS=11.0, Synergy_ZIP=-2.25, Synergy_Bliss=1.29, Synergy_Loewe=0.739, Synergy_HSA=0.845. Drug 2: C1CN(CCN1C(=O)CCBr)C(=O)CCBr. Cell line: TK-10. (10) Drug 1: CCCCC(=O)OCC(=O)C1(CC(C2=C(C1)C(=C3C(=C2O)C(=O)C4=C(C3=O)C=CC=C4OC)O)OC5CC(C(C(O5)C)O)NC(=O)C(F)(F)F)O. Drug 2: CC(C)NC(=O)C1=CC=C(C=C1)CNNC.Cl. Cell line: SK-MEL-5. Synergy scores: CSS=62.9, Synergy_ZIP=4.96, Synergy_Bliss=5.10, Synergy_Loewe=-13.2, Synergy_HSA=5.11.